From a dataset of Forward reaction prediction with 1.9M reactions from USPTO patents (1976-2016). Predict the product of the given reaction. (1) Given the reactants C(OC([N:8]([CH2:21][CH:22]1[CH2:27][CH2:26][N:25]([CH2:28][CH2:29][CH2:30][CH2:31][CH2:32][C:33]([OH:35])=[O:34])[CH2:24][CH:23]1[C:36]1[CH:41]=[CH:40][CH:39]=[C:38]([F:42])[CH:37]=1)[C@@H:9]([C:11]1[C:20]2[C:15](=[CH:16][CH:17]=[CH:18][CH:19]=2)[CH:14]=[CH:13][CH:12]=1)[CH3:10])=O)(C)(C)C.[ClH:43].C(OCC)(=O)C, predict the reaction product. The product is: [ClH:43].[ClH:43].[F:42][C:38]1[CH:37]=[C:36]([CH:23]2[CH:22]([CH2:21][NH:8][C@@H:9]([C:11]3[C:20]4[C:15](=[CH:16][CH:17]=[CH:18][CH:19]=4)[CH:14]=[CH:13][CH:12]=3)[CH3:10])[CH2:27][CH2:26][N:25]([CH2:28][CH2:29][CH2:30][CH2:31][CH2:32][C:33]([OH:35])=[O:34])[CH2:24]2)[CH:41]=[CH:40][CH:39]=1. (2) Given the reactants [CH3:1][N:2]([CH3:19])[C:3]([C@@H:5]1[CH2:10][CH2:9][CH2:8][CH2:7][N:6]1[C:11]([C:13]1[CH:18]=[CH:17][CH:16]=[CH:15][CH:14]=1)=O)=O.[H-].[H-].[H-].[H-].[Li+].[Al+3], predict the reaction product. The product is: [CH3:1][N:2]([CH3:19])[CH2:3][C@@H:5]1[CH2:10][CH2:9][CH2:8][CH2:7][N:6]1[CH2:11][C:13]1[CH:18]=[CH:17][CH:16]=[CH:15][CH:14]=1. (3) Given the reactants [ClH:1].[C:2]([C:4]1[CH:13]=[CH:12][C:7]([C:8]([O:10][CH3:11])=[O:9])=[C:6]([N+:14]([O-])=O)[CH:5]=1)#[N:3].[H][H], predict the reaction product. The product is: [Cl-:1].[NH2:14][C:6]1[CH:5]=[C:4]([CH:13]=[CH:12][C:7]=1[C:8]([O:10][CH3:11])=[O:9])[CH2:2][NH3+:3]. (4) Given the reactants [CH2:1]([C:3]1[NH:4][CH:5]=[C:6]([CH:8]=O)[N:7]=1)[CH3:2].[NH2:10][CH:11]1[CH2:16][CH2:15][N:14]([C:17]([O:19][C:20]([CH3:23])([CH3:22])[CH3:21])=[O:18])[CH2:13][CH2:12]1.C(O[BH-](OC(=O)C)OC(=O)C)(=O)C.[Na+].C(=O)([O-])O.[Na+], predict the reaction product. The product is: [CH2:1]([C:3]1[NH:4][CH:5]=[C:6]([CH2:8][NH:10][CH:11]2[CH2:12][CH2:13][N:14]([C:17]([O:19][C:20]([CH3:23])([CH3:22])[CH3:21])=[O:18])[CH2:15][CH2:16]2)[N:7]=1)[CH3:2]. (5) Given the reactants [Si:1]([O:8][C:9]1[CH:14]=[CH:13][C:12]([N:15]([C:53]2[CH:54]=[C:55]3[CH:61]=[CH:60][N:59]([CH3:62])[C:56]3=[N:57][CH:58]=2)[C:16]([C:18]2[CH:19]=[C:20]([C:27]3[CH:32]=[CH:31][C:30]([OH:33])=[CH:29][C:28]=3[C:34]([N:36]3[C@H:45]([CH2:46][N:47]4[CH2:52][CH2:51][O:50][CH2:49][CH2:48]4)[CH2:44][C:43]4[C:38](=[CH:39][CH:40]=[CH:41][CH:42]=4)[CH2:37]3)=[O:35])[N:21]3[C:26]=2[CH2:25][CH2:24][CH2:23][CH2:22]3)=[O:17])=[CH:11][CH:10]=1)([C:4]([CH3:7])([CH3:6])[CH3:5])([CH3:3])[CH3:2].C1(P(C2C=CC=CC=2)C2C=CC=CC=2)C=CC=CC=1.O[CH2:83][C:84]([N:86]1[CH2:91][CH2:90][CH2:89][CH2:88][CH2:87]1)=[O:85].N(C(OC(C)(C)C)=O)=NC(OC(C)(C)C)=O.FC(F)(F)C(O)=O, predict the reaction product. The product is: [Si:1]([O:8][C:9]1[CH:14]=[CH:13][C:12]([N:15]([C:53]2[CH:54]=[C:55]3[CH:61]=[CH:60][N:59]([CH3:62])[C:56]3=[N:57][CH:58]=2)[C:16]([C:18]2[CH:19]=[C:20]([C:27]3[CH:32]=[CH:31][C:30]([O:33][CH2:83][C:84](=[O:85])[N:86]4[CH2:91][CH2:90][CH2:89][CH2:88][CH2:87]4)=[CH:29][C:28]=3[C:34]([N:36]3[C@H:45]([CH2:46][N:47]4[CH2:48][CH2:49][O:50][CH2:51][CH2:52]4)[CH2:44][C:43]4[C:38](=[CH:39][CH:40]=[CH:41][CH:42]=4)[CH2:37]3)=[O:35])[N:21]3[C:26]=2[CH2:25][CH2:24][CH2:23][CH2:22]3)=[O:17])=[CH:11][CH:10]=1)([C:4]([CH3:7])([CH3:6])[CH3:5])([CH3:3])[CH3:2]. (6) Given the reactants [OH:1][C:2]1[C:7]([CH:8]([CH3:10])[CH3:9])=[N:6][N:5]([CH2:11][C:12]2[CH:17]=[CH:16][CH:15]=[CH:14][C:13]=2[C:18]2[CH:23]=[CH:22][C:21]([N+:24]([O-])=O)=[CH:20][CH:19]=2)[C:4](=[O:27])[C:3]=1[C:28]([NH:30][CH2:31][C:32]([OH:34])=[O:33])=[O:29].[H][H], predict the reaction product. The product is: [NH2:24][C:21]1[CH:20]=[CH:19][C:18]([C:13]2[CH:14]=[CH:15][CH:16]=[CH:17][C:12]=2[CH2:11][N:5]2[C:4](=[O:27])[C:3]([C:28]([NH:30][CH2:31][C:32]([OH:34])=[O:33])=[O:29])=[C:2]([OH:1])[C:7]([CH:8]([CH3:10])[CH3:9])=[N:6]2)=[CH:23][CH:22]=1.